Predict which catalyst facilitates the given reaction. From a dataset of Catalyst prediction with 721,799 reactions and 888 catalyst types from USPTO. (1) Product: [CH2:16]([C@@H:11]1[C:12](=[O:13])[NH:1][C:4]2[CH:9]=[CH:8][CH:7]=[N:6][C:5]=2[NH:10]1)[C:17]#[CH:18]. Reactant: [N+:1]([C:4]1[C:5]([NH:10][C@H:11]([CH2:16][C:17]#[CH:18])[C:12](OC)=[O:13])=[N:6][CH:7]=[CH:8][CH:9]=1)([O-])=O.[Cl-].[NH4+].CCN(CC)CC.CCOC(C)=O. The catalyst class is: 406. (2) Reactant: Br[C:2]1[N:7]=[C:6]2[N:8]([CH2:11][C:12]3[CH:13]=[C:14]4[C:19](=[CH:20][CH:21]=3)[N:18]=[CH:17][CH:16]=[CH:15]4)[N:9]=[N:10][C:5]2=[N:4][CH:3]=1.C(=O)([O-])[O-].[K+].[K+].[NH:28]1[CH2:32][CH2:31][CH:30]([C:33]([OH:35])=[O:34])[CH2:29]1. Product: [N:18]1[C:19]2[C:14](=[CH:13][C:12]([CH2:11][N:8]3[C:6]4=[N:7][C:2]([N:28]5[CH2:32][CH2:31][CH:30]([C:33]([OH:35])=[O:34])[CH2:29]5)=[CH:3][N:4]=[C:5]4[N:10]=[N:9]3)=[CH:21][CH:20]=2)[CH:15]=[CH:16][CH:17]=1. The catalyst class is: 51.